This data is from Catalyst prediction with 721,799 reactions and 888 catalyst types from USPTO. The task is: Predict which catalyst facilitates the given reaction. (1) Reactant: Cl[C:2]1[N:7]=[C:6]([C:8]2[N:12]3[CH:13]=[CH:14][CH:15]=[CH:16][C:11]3=[N:10][C:9]=2[C:17]2[CH:18]=[C:19]([CH:31]=[CH:32][CH:33]=2)[C:20]([NH:22][C:23]2[C:28]([F:29])=[CH:27][CH:26]=[CH:25][C:24]=2[F:30])=[O:21])[CH:5]=[CH:4][N:3]=1.[CH3:34][O:35][C:36]1[CH:42]=[C:41]([N:43]2[CH2:48][CH2:47][N:46]([S:49]([CH3:52])(=[O:51])=[O:50])[CH2:45][CH2:44]2)[CH:40]=[CH:39][C:37]=1[NH2:38].C1(C)C=CC(S(O)(=O)=O)=CC=1.C(O)C(F)(F)F.N. Product: [F:30][C:24]1[CH:25]=[CH:26][CH:27]=[C:28]([F:29])[C:23]=1[NH:22][C:20](=[O:21])[C:19]1[CH:31]=[CH:32][CH:33]=[C:17]([C:9]2[N:10]=[C:11]3[CH:16]=[CH:15][CH:14]=[CH:13][N:12]3[C:8]=2[C:6]2[CH:5]=[CH:4][N:3]=[C:2]([NH:38][C:37]3[CH:39]=[CH:40][C:41]([N:43]4[CH2:44][CH2:45][N:46]([S:49]([CH3:52])(=[O:51])=[O:50])[CH2:47][CH2:48]4)=[CH:42][C:36]=3[O:35][CH3:34])[N:7]=2)[CH:18]=1. The catalyst class is: 100. (2) Reactant: [Cl:1][C:2]1[CH:7]=[CH:6][C:5]([C:8]2[S:9][C:10]([C:17](=[O:26])[C:18]3[CH:23]=[CH:22][C:21]([O:24][CH3:25])=[CH:20][CH:19]=3)=[CH:11][C:12]=2[CH2:13][C:14](O)=[O:15])=[CH:4][CH:3]=1.C(Cl)CCl.C1C=CC2N(O)N=NC=2C=1.C(N(CC)CC)C.[CH3:48][N:49]([CH3:53])[CH2:50][CH2:51][NH2:52]. Product: [Cl:1][C:2]1[CH:3]=[CH:4][C:5]([C:8]2[S:9][C:10]([C:17](=[O:26])[C:18]3[CH:23]=[CH:22][C:21]([O:24][CH3:25])=[CH:20][CH:19]=3)=[CH:11][C:12]=2[CH2:13][C:14]([NH:52][CH2:51][CH2:50][N:49]([CH3:53])[CH3:48])=[O:15])=[CH:6][CH:7]=1. The catalyst class is: 4. (3) Product: [C:17]([O:16][C:14]([N:10]1[CH2:11][CH2:12][S:13][CH:8]([C:5]2[CH:4]=[CH:3][C:2]([Br:1])=[CH:7][CH:6]=2)[CH2:9]1)=[O:15])([CH3:20])([CH3:19])[CH3:18]. Reactant: [Br:1][C:2]1[CH:7]=[CH:6][C:5]([CH:8]2[S:13][CH2:12][CH2:11][NH:10][CH2:9]2)=[CH:4][CH:3]=1.[C:14](O[C:14]([O:16][C:17]([CH3:20])([CH3:19])[CH3:18])=[O:15])([O:16][C:17]([CH3:20])([CH3:19])[CH3:18])=[O:15]. The catalyst class is: 2. (4) Reactant: [Cl:1][C:2]1[CH:3]=[C:4]([CH:29]=[CH:30][CH:31]=1)[CH2:5][N:6]1[C:10]2[CH:11]=[CH:12][C:13]3[N:14]([C:15]([CH3:18])=[N:16][N:17]=3)[C:9]=2[CH:8]=[C:7]1[C:19]1[CH:23]=[CH:22][N:21]([CH2:24][CH2:25][C:26]([OH:28])=O)[N:20]=1.[CH:32]([N:35](CC)[CH:36](C)C)(C)C.F[P-](F)(F)(F)(F)F.C[N+](C)=C(N(C)C)ON1C2N=CC=CC=2N=N1.CNC.C1COCC1. Product: [Cl:1][C:2]1[CH:3]=[C:4]([CH:29]=[CH:30][CH:31]=1)[CH2:5][N:6]1[C:10]2[CH:11]=[CH:12][C:13]3[N:14]([C:15]([CH3:18])=[N:16][N:17]=3)[C:9]=2[CH:8]=[C:7]1[C:19]1[CH:23]=[CH:22][N:21]([CH2:24][CH2:25][C:26]([N:35]([CH3:36])[CH3:32])=[O:28])[N:20]=1. The catalyst class is: 121. (5) Reactant: [O:1]=[C:2]1[NH:16][C:5]2=[CH:6][C:7]3[CH:8]=[C:9]([C:13]([OH:15])=O)[NH:10][C:11]=3[CH:12]=[C:4]2[NH:3]1.[CH2:17]([CH:24]1[CH2:29][CH2:28][NH:27][CH2:26][CH2:25]1)[C:18]1[CH:23]=[CH:22][CH:21]=[CH:20][CH:19]=1. Product: [CH2:17]([CH:24]1[CH2:29][CH2:28][N:27]([C:13]([C:9]2[NH:10][C:11]3[CH:12]=[C:4]4[NH:3][C:2](=[O:1])[NH:16][C:5]4=[CH:6][C:7]=3[CH:8]=2)=[O:15])[CH2:26][CH2:25]1)[C:18]1[CH:23]=[CH:22][CH:21]=[CH:20][CH:19]=1. The catalyst class is: 10.